Dataset: Reaction yield outcomes from USPTO patents with 853,638 reactions. Task: Predict the reaction yield, written as a fraction of the theoretical maximum amount of product (1.0 means a 100% yield; for example, 0.34 means a 34% yield). (1) The reactants are [Br:1][C:2]1[CH:7]=[CH:6][C:5]([CH:8]([C:12]#[N:13])[C:9]([NH2:11])=[O:10])=[C:4]([N+:14]([O-])=O)[CH:3]=1. The catalyst is C(O)(=O)C.C1(C)C=CC=CC=1.[Zn]. The product is [NH2:13][C:12]1[NH:14][C:4]2[C:5]([C:8]=1[C:9]([NH2:11])=[O:10])=[CH:6][CH:7]=[C:2]([Br:1])[CH:3]=2. The yield is 0.320. (2) The reactants are [C:1]1([Mg]Br)[CH:6]=[CH:5][CH:4]=[CH:3][CH:2]=1.CCOCC.[C:14]1(=O)[CH2:18][CH2:17][CH2:16][CH2:15]1.C1(C([O-])=O)SC=CC=1.Cl. The catalyst is C1COCC1. The product is [C:14]1([C:1]2[CH:6]=[CH:5][CH:4]=[CH:3][CH:2]=2)[CH2:18][CH2:17][CH2:16][CH:15]=1. The yield is 1.00. (3) The reactants are [C:1]([C:3]1[CH:27]=[C:26]([CH3:28])[C:6]([O:7][C:8]2[C:13]([N+:14]([O-])=O)=[CH:12][N:11]=[C:10]([NH:17][C:18]3[CH:25]=[CH:24][C:21]([C:22]#[N:23])=[CH:20][CH:19]=3)[N:9]=2)=[C:5]([CH3:29])[CH:4]=1)#[N:2]. The catalyst is O1CCCC1.[Pd]. The product is [NH2:14][C:13]1[C:8]([O:7][C:6]2[C:26]([CH3:28])=[CH:27][C:3]([C:1]#[N:2])=[CH:4][C:5]=2[CH3:29])=[N:9][C:10]([NH:17][C:18]2[CH:25]=[CH:24][C:21]([C:22]#[N:23])=[CH:20][CH:19]=2)=[N:11][CH:12]=1. The yield is 0.840. (4) The reactants are [Cl:1][C:2]1[CH:34]=[CH:33][C:5]([CH2:6][NH:7][C:8]([C:10]2[S:15](=[O:17])(=[O:16])[N:14]([CH3:18])[C:13]3[S:19][C:20]([C:22]#[C:23][CH2:24][O:25]C4CCCCO4)=[CH:21][C:12]=3[C:11]=2[OH:32])=[O:9])=[CH:4][CH:3]=1.O.C1(C)C=CC(S(O)(=O)=O)=CC=1. The catalyst is CO. The product is [Cl:1][C:2]1[CH:34]=[CH:33][C:5]([CH2:6][NH:7][C:8]([C:10]2[S:15](=[O:16])(=[O:17])[N:14]([CH3:18])[C:13]3[S:19][C:20]([C:22]#[C:23][CH2:24][OH:25])=[CH:21][C:12]=3[C:11]=2[OH:32])=[O:9])=[CH:4][CH:3]=1. The yield is 0.520. (5) The reactants are S(Cl)(Cl)=O.[C:5]([O:8][CH2:9][C:10]([CH3:40])([CH3:39])[CH2:11][N:12]1[C:18]2[CH:19]=[CH:20][C:21]([Cl:23])=[CH:22][C:17]=2[C@@H:16]([C:24]2[CH:29]=[CH:28][CH:27]=[C:26]([O:30][CH3:31])[C:25]=2[O:32][CH3:33])[O:15][C@H:14]([CH2:34][C:35](O)=[O:36])[C:13]1=[O:38])(=[O:7])[CH3:6].Cl.[NH2:42][C:43]1[CH:58]=[CH:57][C:46]([C:47]([O:49][CH2:50][C:51]2[CH:56]=[CH:55][CH:54]=[CH:53][CH:52]=2)=[O:48])=[CH:45][C:44]=1[CH3:59].C(N(CC)CC)C. The catalyst is O1CCCC1.O.CN(C)C=O. The product is [C:5]([O:8][CH2:9][C:10]([CH3:40])([CH3:39])[CH2:11][N:12]1[C:18]2[CH:19]=[CH:20][C:21]([Cl:23])=[CH:22][C:17]=2[C@@H:16]([C:24]2[CH:29]=[CH:28][CH:27]=[C:26]([O:30][CH3:31])[C:25]=2[O:32][CH3:33])[O:15][C@H:14]([CH2:34][C:35]([NH:42][C:43]2[CH:58]=[CH:57][C:46]([C:47]([O:49][CH2:50][C:51]3[CH:56]=[CH:55][CH:54]=[CH:53][CH:52]=3)=[O:48])=[CH:45][C:44]=2[CH3:59])=[O:36])[C:13]1=[O:38])(=[O:7])[CH3:6]. The yield is 0.620. (6) The reactants are [OH:1][C:2]([CH3:35])([CH3:34])[CH2:3][C@@:4]1([C:28]2[CH:33]=[CH:32][CH:31]=[CH:30][CH:29]=2)[O:9][C:8](=[O:10])[N:7]([C@H:11]([C:13]2[CH:18]=[CH:17][C:16](B3OC(C)(C)C(C)(C)O3)=[CH:15][CH:14]=2)[CH3:12])[CH2:6][CH2:5]1.[CH3:36][NH:37][C:38]([C:40]1([C:43]2[CH:48]=[CH:47][CH:46]=[C:45](Br)[N:44]=2)[CH2:42][CH2:41]1)=[O:39]. No catalyst specified. The product is [CH3:36][NH:37][C:38]([C:40]1([C:43]2[CH:48]=[CH:47][CH:46]=[C:45]([C:16]3[CH:15]=[CH:14][C:13]([C@@H:11]([N:7]4[CH2:6][CH2:5][C@:4]([CH2:3][C:2]([OH:1])([CH3:34])[CH3:35])([C:28]5[CH:33]=[CH:32][CH:31]=[CH:30][CH:29]=5)[O:9][C:8]4=[O:10])[CH3:12])=[CH:18][CH:17]=3)[N:44]=2)[CH2:42][CH2:41]1)=[O:39]. The yield is 0.740. (7) The reactants are [NH2:1][C:2]1[NH:7][C:6](=[O:8])[C:5]2=[CH:9][N:10]=[C:11]([C@H:12]3[CH2:17][CH2:16][C@H:15]([C:18]([O:20][CH3:21])=[O:19])[CH2:14][CH2:13]3)[N:4]2[N:3]=1.[I:22]N1C(=O)CCC1=O. The catalyst is CN(C=O)C. The product is [NH2:1][C:2]1[NH:7][C:6](=[O:8])[C:5]2=[C:9]([I:22])[N:10]=[C:11]([C@H:12]3[CH2:13][CH2:14][C@H:15]([C:18]([O:20][CH3:21])=[O:19])[CH2:16][CH2:17]3)[N:4]2[N:3]=1. The yield is 0.799.